Dataset: Forward reaction prediction with 1.9M reactions from USPTO patents (1976-2016). Task: Predict the product of the given reaction. (1) Given the reactants [NH2:1][C:2]1[C:11]2[C:6](=[CH:7][C:8]([CH2:12][N:13]3[CH2:18][CH2:17][NH:16][CH:15]([CH2:19][CH3:20])[C:14]3=[O:21])=[CH:9][CH:10]=2)[N:5]=[CH:4][N:3]=1.[Cl:22][C:23]1[S:27][C:26]([CH2:28][CH2:29][CH:30]=O)=[CH:25][CH:24]=1, predict the reaction product. The product is: [NH2:1][C:2]1[C:11]2[C:6](=[CH:7][C:8]([CH2:12][N:13]3[CH2:18][CH2:17][N:16]([CH:29]([CH2:28][C:26]4[S:27][C:23]([Cl:22])=[CH:24][CH:25]=4)[CH3:30])[C@@H:15]([CH2:19][CH3:20])[C:14]3=[O:21])=[CH:9][CH:10]=2)[N:5]=[CH:4][N:3]=1. (2) Given the reactants Cl[C:2]1[N:7]=[C:6]([C:8]2[N:12]3[CH:13]=[CH:14][C:15]([C:17]([CH3:27])([O:19][Si:20]([CH2:25][CH3:26])([CH2:23][CH3:24])[CH2:21][CH3:22])[CH3:18])=[N:16][C:11]3=[N:10][CH:9]=2)[CH:5]=[CH:4][N:3]=1.C([Sn](CCCC)(CCCC)[C:33]1[CH:38]=[CH:37][N:36]=[CH:35][CH:34]=1)CCC, predict the reaction product. The product is: [CH3:18][C:17]([C:15]1[CH:14]=[CH:13][N:12]2[C:8]([C:6]3[CH:5]=[CH:4][N:3]=[C:2]([C:33]4[CH:38]=[CH:37][N:36]=[CH:35][CH:34]=4)[N:7]=3)=[CH:9][N:10]=[C:11]2[N:16]=1)([O:19][Si:20]([CH2:25][CH3:26])([CH2:23][CH3:24])[CH2:21][CH3:22])[CH3:27]. (3) Given the reactants [CH2:1]([C:3]1[C:8]([CH2:9][CH:10]=O)=[CH:7][CH:6]=[CH:5][C:4]=1[C:12]1[N:16]=[C:15]([C:17]2[CH:18]=[CH:19][C:20]([CH2:25][CH:26]([CH3:28])[CH3:27])=[C:21]([CH:24]=2)[C:22]#[N:23])[S:14][N:13]=1)[CH3:2].[NH:29]1[CH2:36][CH2:35][CH2:34][C@H:30]1[C:31]([OH:33])=[O:32].C([BH3-])#N.[Na+], predict the reaction product. The product is: [C:22]([C:21]1[CH:24]=[C:17]([C:15]2[S:14][N:13]=[C:12]([C:4]3[C:3]([CH2:1][CH3:2])=[C:8]([CH2:9][CH2:10][N:29]4[CH2:36][CH2:35][CH2:34][C@H:30]4[C:31]([OH:33])=[O:32])[CH:7]=[CH:6][CH:5]=3)[N:16]=2)[CH:18]=[CH:19][C:20]=1[CH2:25][CH:26]([CH3:28])[CH3:27])#[N:23]. (4) Given the reactants O1C2C=CC=CC=2N=C1N[C@H]1CCC[C@@H]1NC(=O)C1C=CC=CC=1N1N=CC=N1.Cl.[NH2:31][C@H:32]1[CH2:36][CH2:35][CH2:34][C@@H:33]1[NH:37][C:38](=[O:50])[C:39]1[CH:44]=[CH:43][CH:42]=[CH:41][C:40]=1[N:45]1[N:49]=[CH:48][CH:47]=[N:46]1.Cl[C:52]1[S:53][C:54]2[CH:60]=[CH:59][CH:58]=[C:57]([F:61])[C:55]=2[N:56]=1, predict the reaction product. The product is: [F:61][C:57]1[C:55]2[N:56]=[C:52]([NH:31][C@H:32]3[CH2:36][CH2:35][CH2:34][C@@H:33]3[NH:37][C:38](=[O:50])[C:39]3[CH:44]=[CH:43][CH:42]=[CH:41][C:40]=3[N:45]3[N:46]=[CH:47][CH:48]=[N:49]3)[S:53][C:54]=2[CH:60]=[CH:59][CH:58]=1. (5) Given the reactants [CH2:1]([O:8][C:9]([N:11]1[CH2:15][CH2:14][CH2:13][C@H:12]1[C:16]1[N:17]=[C:18]2[C:23](Br)=[CH:22][CH:21]=[CH:20][N:19]2[CH:25]=1)=[O:10])[C:2]1[CH:7]=[CH:6][CH:5]=[CH:4][CH:3]=1.[C:26]1([CH3:35])[CH:31]=[CH:30][CH:29]=[CH:28][C:27]=1B(O)O.C(=O)([O-])[O-].[K+].[K+], predict the reaction product. The product is: [CH2:1]([O:8][C:9]([N:11]1[CH2:15][CH2:14][CH2:13][C@H:12]1[C:16]1[N:17]=[C:18]2[C:23]([C:27]3[CH:28]=[CH:29][CH:30]=[CH:31][C:26]=3[CH3:35])=[CH:22][CH:21]=[CH:20][N:19]2[CH:25]=1)=[O:10])[C:2]1[CH:7]=[CH:6][CH:5]=[CH:4][CH:3]=1. (6) Given the reactants Cl[C:2]1[CH:7]=[C:6]([C:8]2[N:12]3[N:13]=[C:14]([NH:17][C@H:18]4[CH2:23][CH2:22][C@H:21]([OH:24])[CH2:20][CH2:19]4)[CH:15]=[CH:16][C:11]3=[N:10][CH:9]=2)[CH:5]=[CH:4][N:3]=1.[CH3:25][O-:26].[Na+], predict the reaction product. The product is: [CH3:25][O:26][C:2]1[CH:7]=[C:6]([C:8]2[N:12]3[N:13]=[C:14]([NH:17][C@H:18]4[CH2:23][CH2:22][C@H:21]([OH:24])[CH2:20][CH2:19]4)[CH:15]=[CH:16][C:11]3=[N:10][CH:9]=2)[CH:5]=[CH:4][N:3]=1.